The task is: Predict the product of the given reaction.. This data is from Forward reaction prediction with 1.9M reactions from USPTO patents (1976-2016). (1) Given the reactants [C:1]([O:5][C:6](=[O:21])[CH2:7]/[C:8](=[CH:12]\[CH2:13][CH2:14][C:15]1[CH:20]=[CH:19][CH:18]=[CH:17][CH:16]=1)/[C:9]([OH:11])=[O:10])([CH3:4])([CH3:3])[CH3:2], predict the reaction product. The product is: [C:1]([O:5][C:6](=[O:21])[CH2:7][C@@H:8]([CH2:12][CH2:13][CH2:14][C:15]1[CH:16]=[CH:17][CH:18]=[CH:19][CH:20]=1)[C:9]([OH:11])=[O:10])([CH3:4])([CH3:2])[CH3:3]. (2) Given the reactants CS([C:5]1[C:6]2[N:13]=[C:12]([C:14]([N:16]3[CH2:21][CH2:20][CH2:19][CH2:18][CH2:17]3)=[O:15])[S:11][C:7]=2[N:8]=[CH:9][N:10]=1)(=O)=O.[NH:22]1[C:30]2[C:25](=[CH:26][C:27]([NH2:31])=[CH:28][CH:29]=2)[CH:24]=[N:23]1, predict the reaction product. The product is: [NH:22]1[C:30]2[C:25](=[CH:26][C:27]([NH:31][C:5]3[C:6]4[N:13]=[C:12]([C:14]([N:16]5[CH2:21][CH2:20][CH2:19][CH2:18][CH2:17]5)=[O:15])[S:11][C:7]=4[N:8]=[CH:9][N:10]=3)=[CH:28][CH:29]=2)[CH:24]=[N:23]1. (3) Given the reactants [N:1]1([CH:7]2[CH2:12][CH2:11][N:10]([C:13]3[CH:20]=[CH:19][C:16]([CH:17]=O)=[CH:15][CH:14]=3)[CH2:9][CH2:8]2)[CH2:6][CH2:5][CH2:4][CH2:3][CH2:2]1.[NH2:21][C:22]1[CH:27]=[CH:26][CH:25]=[CH:24][N:23]=1.C(O[BH-](OC(=O)C)OC(=O)C)(=O)C.[Na+].[OH-].[K+], predict the reaction product. The product is: [N:1]1([CH:7]2[CH2:12][CH2:11][N:10]([C:13]3[CH:20]=[CH:19][C:16]([CH2:17][NH:21][C:22]4[CH:27]=[CH:26][CH:25]=[CH:24][N:23]=4)=[CH:15][CH:14]=3)[CH2:9][CH2:8]2)[CH2:6][CH2:5][CH2:4][CH2:3][CH2:2]1. (4) Given the reactants N[C:2]([C:14]1[CH:19]=[CH:18][CH:17]=[CH:16][CH:15]=1)([OH:13])[CH:3]([C:5]1[CH:10]=[CH:9][C:8]([Cl:11])=[C:7]([Cl:12])[CH:6]=1)[CH3:4].[CH2:20]([N:22](CC)CC)C.ClC(OCC)=O, predict the reaction product. The product is: [Cl:12][C:7]1[CH:6]=[C:5]([C@@H:3]([CH2:4][NH:22][CH3:20])[C@H:2]([C:14]2[CH:19]=[CH:18][CH:17]=[CH:16][CH:15]=2)[OH:13])[CH:10]=[CH:9][C:8]=1[Cl:11].